This data is from Full USPTO retrosynthesis dataset with 1.9M reactions from patents (1976-2016). The task is: Predict the reactants needed to synthesize the given product. (1) The reactants are: C1N=CN(C(N2C=NC=C2)=O)C=1.[C:13]([O:17][C:18]([NH:20][CH2:21][C:22]([OH:24])=O)=[O:19])([CH3:16])([CH3:15])[CH3:14].[F:25][C:26]([F:30])([F:29])[CH2:27][NH2:28]. Given the product [CH3:16][C:13]([O:17][C:18](=[O:19])[NH:20][CH2:21][C:22](=[O:24])[NH:28][CH2:27][C:26]([F:30])([F:29])[F:25])([CH3:14])[CH3:15], predict the reactants needed to synthesize it. (2) Given the product [F:48][C:45]([F:46])([F:47])[C:36]1[CH:37]=[CH:38][C:39]([C:41]([F:43])([F:44])[F:42])=[CH:40][C:35]=1[CH2:34][O:33][C:29]1[CH:28]=[C:27]([C:25]2[C:24]([C:49]#[N:50])=[N:23][N:22]([CH:20]([O:19][C:17]([O:16][CH2:15][C:14]([CH3:51])([CH3:52])[C:13]([OH:53])=[O:12])=[O:18])[CH3:21])[N:26]=2)[CH:32]=[CH:31][CH:30]=1, predict the reactants needed to synthesize it. The reactants are: Cl.CCOC(C)=O.C([O:12][C:13](=[O:53])[C:14]([CH3:52])([CH3:51])[CH2:15][O:16][C:17]([O:19][CH:20]([N:22]1[N:26]=[C:25]([C:27]2[CH:32]=[CH:31][CH:30]=[C:29]([O:33][CH2:34][C:35]3[CH:40]=[C:39]([C:41]([F:44])([F:43])[F:42])[CH:38]=[CH:37][C:36]=3[C:45]([F:48])([F:47])[F:46])[CH:28]=2)[C:24]([C:49]#[N:50])=[N:23]1)[CH3:21])=[O:18])(C)(C)C. (3) Given the product [CH3:38][O:39][C:40](=[O:44])[CH2:41][CH2:42][N:21]1[CH2:22][CH2:23][CH2:24][CH:20]1[CH2:19][O:18][C:16]1[C:17]2[C:9]([C:6]3[CH:5]=[CH:4][C:3]([O:2][CH3:1])=[CH:8][CH:7]=3)=[C:10]([C:25]3[CH:30]=[CH:29][CH:28]=[CH:27][CH:26]=3)[O:11][C:12]=2[N:13]=[CH:14][N:15]=1, predict the reactants needed to synthesize it. The reactants are: [CH3:1][O:2][C:3]1[CH:8]=[CH:7][C:6]([C:9]2[C:17]3[C:16]([O:18][CH2:19][CH:20]4[CH2:24][CH2:23][CH2:22][NH:21]4)=[N:15][CH:14]=[N:13][C:12]=3[O:11][C:10]=2[C:25]2[CH:30]=[CH:29][CH:28]=[CH:27][CH:26]=2)=[CH:5][CH:4]=1.C(N(CC)CC)C.[CH3:38][O:39][C:40](=[O:44])[CH2:41][CH2:42]Br. (4) Given the product [Cl:2][C:3]1[CH:4]=[CH:5][C:6]([NH:9][C:10]2[CH:11]=[C:12]([C:17]([NH2:19])=[NH:18])[S:13][C:14]=2[S:15][CH3:16])=[CH:7][CH:8]=1, predict the reactants needed to synthesize it. The reactants are: Cl.[Cl:2][C:3]1[CH:8]=[CH:7][C:6]([NH:9][C:10]2[CH:11]=[C:12]([C:17]([NH2:19])=[NH:18])[S:13][C:14]=2[S:15][CH3:16])=[CH:5][CH:4]=1.ClC1C=CC(NC2C=C(C(OC)=S)SC=2C)=CC=1.C[Al](C)C.[NH4+].[Cl-]. (5) Given the product [Cl:38][C:33]1[CH:32]=[CH:31][C:30]([CH2:29][C:28]2[C:3]([OH:12])([CH3:2])[O:25][C:24](=[O:26])[C:23]=2[C:16]2[C:15]([F:14])=[CH:20][C:19]([F:21])=[CH:18][C:17]=2[F:22])=[CH:41][CH:40]=1, predict the reactants needed to synthesize it. The reactants are: Br[CH:2](C)[C:3](=[O:12])CC1C=CC(Cl)=CC=1.[F:14][C:15]1[CH:20]=[C:19]([F:21])[CH:18]=[C:17]([F:22])[C:16]=1[CH2:23][C:24]([OH:26])=[O:25].N12CCCN=[C:33]1[CH2:32][CH2:31][CH2:30][CH2:29][CH2:28]2.[Cl-:38].[NH4+].[C:40](#N)[CH3:41].